The task is: Predict the reactants needed to synthesize the given product.. This data is from Full USPTO retrosynthesis dataset with 1.9M reactions from patents (1976-2016). (1) Given the product [C:23]1(=[O:28])[NH:22][C:26](=[O:27])[CH2:25][CH2:24]1.[C:1]([OH:20])(=[O:19])[CH2:2][CH2:3][CH2:4][CH2:5][CH2:6][CH2:7][CH2:8]/[CH:9]=[CH:10]\[CH2:11][CH2:12][CH2:13][CH2:14][CH2:15][CH2:16][CH2:17][CH3:18], predict the reactants needed to synthesize it. The reactants are: [C:1]([OH:20])(=[O:19])[CH2:2][CH2:3][CH2:4][CH2:5][CH2:6][CH2:7][CH2:8]/[CH:9]=[CH:10]\[CH2:11][CH2:12][CH2:13][CH2:14][CH2:15][CH2:16][CH2:17][CH3:18].O[N:22]1[C:26](=[O:27])[CH2:25][CH2:24][C:23]1=[O:28]. (2) Given the product [NH2:9][C:4]1[CH:3]=[C:2]([Cl:1])[CH:8]=[CH:7][C:5]=1[NH:6][S:17]([C:13]1[S:12][CH:16]=[CH:15][CH:14]=1)(=[O:19])=[O:18], predict the reactants needed to synthesize it. The reactants are: [Cl:1][C:2]1[CH:8]=[CH:7][C:5]([NH2:6])=[C:4]([N+:9]([O-])=O)[CH:3]=1.[S:12]1[CH:16]=[CH:15][CH:14]=[C:13]1[S:17](Cl)(=[O:19])=[O:18].[OH-].[Na+].Cl. (3) Given the product [Cl:39][C:33]1[CH:34]=[C:35]([Cl:38])[CH:36]=[CH:37][C:32]=1[N:31]1[C:27]([C:24]2[CH:23]=[CH:22][C:21]([OH:20])=[CH:26][CH:25]=2)=[C:28]([CH3:52])[C:29]([C:40]([NH:42][C:43]2[CH:48]=[CH:47][C:46]([F:49])=[C:45]([F:50])[C:44]=2[OH:51])=[O:41])=[N:30]1, predict the reactants needed to synthesize it. The reactants are: CSC.B(F)(F)F.CCOCC.C([O:20][C:21]1[CH:26]=[CH:25][C:24]([C:27]2[N:31]([C:32]3[CH:37]=[CH:36][C:35]([Cl:38])=[CH:34][C:33]=3[Cl:39])[N:30]=[C:29]([C:40]([NH:42][C:43]3[CH:48]=[CH:47][C:46]([F:49])=[C:45]([F:50])[C:44]=3[OH:51])=[O:41])[C:28]=2[CH3:52])=[CH:23][CH:22]=1)C1C=CC=CC=1.O. (4) Given the product [Br:35][C:2]1[CH:3]=[C:4]([C:2]23[CH2:3][C:4]4([CH3:26])[CH2:10][C:8]([C:11]56[CH2:21][C:15]7([CH3:22])[CH2:16][C:17]([C:28]8[CH:33]=[C:32]([Br:38])[CH:31]=[C:30]([Br:34])[CH:29]=8)([CH2:19][C:13]([CH3:23])([CH2:14]7)[CH2:12]5)[CH2:18]6)([CH2:7][C:6]([CH3:25])([CH2:5]4)[CH2:24]2)[CH2:9]3)[CH:5]=[C:6]([Br:37])[CH:24]=1, predict the reactants needed to synthesize it. The reactants are: Br[C:2]12[CH2:24][C:6]3([CH3:25])[CH2:7][C:8]([C:11]45[CH2:21][C:15]6([CH3:22])[CH2:16][C:17](Br)([CH2:19][C:13]([CH3:23])([CH2:14]6)[CH2:12]4)[CH2:18]5)([CH2:10][C:4]([CH3:26])([CH2:5]3)[CH2:3]1)[CH2:9]2.Br[C:28]1[CH:33]=[CH:32][CH:31]=[C:30]([Br:34])[CH:29]=1.[Br-:35].[Al+3].[Br-:37].[Br-:38]. (5) Given the product [Br:1][C:2]1[CH:11]=[C:10]2[C:9](=[CH:4][CH:3]=1)[N:8]=[C:7]([O:34][CH3:33])[C:6]([CH2:14][C:15]1[CH:16]=[CH:17][C:18]([C:21]([F:22])([F:23])[F:24])=[CH:19][CH:20]=1)=[C:43]2[Cl:45], predict the reactants needed to synthesize it. The reactants are: [Br:1][C:2]1[CH:3]=[C:4]2[C:9](=[CH:10][CH:11]=1)[N:8]=[C:7](CC)[C:6]([CH2:14][C:15]1[CH:20]=[CH:19][C:18]([C:21]([F:24])([F:23])[F:22])=[CH:17][CH:16]=1)=C2O.C1(C)C=CC=CC=1.[CH3:33][O-:34].[Na+].[Al].CCCCCC.[CH2:43]([Cl:45])Cl. (6) Given the product [CH3:1][O:2][C:3]([C:5]1[S:6][CH:7]=[CH:8][C:9]=1[C:25]#[C:24][CH2:23][CH2:22][CH2:21][C:26]1[CH:31]=[CH:30][CH:29]=[CH:28][CH:27]=1)=[O:4], predict the reactants needed to synthesize it. The reactants are: [CH3:1][O:2][C:3]([C:5]1[S:6][CH:7]=[CH:8][C:9]=1OS(C1C=CC(C)=CC=1)(=O)=O)=[O:4].[CH2:21]([C:26]1[CH:31]=[CH:30][CH:29]=[CH:28][CH:27]=1)[CH2:22][CH2:23][C:24]#[CH:25]. (7) The reactants are: [CH3:1][N:2]1[CH:6]=[C:5]([NH:7][C:8]2[N:13]=[C:12]3[N:14]([CH2:17][C:18]4[CH:25]=[CH:24][CH:23]=[CH:22][C:19]=4[C:20]#[N:21])[N:15]=[CH:16][C:11]3=[CH:10][N:9]=2)[CH:4]=[N:3]1.[OH-:26].[Na+].OO. Given the product [CH3:1][N:2]1[CH:6]=[C:5]([NH:7][C:8]2[N:13]=[C:12]3[N:14]([CH2:17][C:18]4[CH:25]=[CH:24][CH:23]=[CH:22][C:19]=4[C:20]([NH2:21])=[O:26])[N:15]=[CH:16][C:11]3=[CH:10][N:9]=2)[CH:4]=[N:3]1, predict the reactants needed to synthesize it. (8) Given the product [C:13]([O:17][CH:2]([O:12][CH2:11][C:1]12[CH2:8][CH:7]3[CH2:6][CH:5]([CH2:4][CH:3]([CH2:9]3)[CH2:2]1)[CH2:10]2)[CH:1]([CH3:10])[CH3:8])(=[O:16])[CH:14]=[CH2:15], predict the reactants needed to synthesize it. The reactants are: [C:1]12([CH2:11][OH:12])[CH2:10][CH:5]3[CH2:6][CH:7]([CH2:9][CH:3]([CH2:4]3)[CH2:2]1)[CH2:8]2.[C:13]([OH:17])(=[O:16])[CH:14]=[CH2:15].